From a dataset of Full USPTO retrosynthesis dataset with 1.9M reactions from patents (1976-2016). Predict the reactants needed to synthesize the given product. The reactants are: [Cl:1][C:2]1[C:13]2[C:14]3[C:5]([CH2:6][CH2:7][N:8]([CH:15]4[CH2:20][CH2:19][C:18](=O)[CH2:17][CH2:16]4)[C:9]=3[CH:10]=[CH:11][CH:12]=2)=[CH:4][N:3]=1.[CH3:22][O:23][C:24]1[CH:31]=[CH:30][C:27]([CH2:28][NH2:29])=[CH:26][CH:25]=1. Given the product [CH3:22][O:23][C:24]1[CH:31]=[CH:30][C:27]([CH2:28][NH:29][CH:18]2[CH2:17][CH2:16][CH:15]([N:8]3[C:9]4=[C:14]5[C:13](=[CH:12][CH:11]=[CH:10]4)[C:2]([Cl:1])=[N:3][CH:4]=[C:5]5[CH2:6][CH2:7]3)[CH2:20][CH2:19]2)=[CH:26][CH:25]=1, predict the reactants needed to synthesize it.